From a dataset of CYP2C19 inhibition data for predicting drug metabolism from PubChem BioAssay. Regression/Classification. Given a drug SMILES string, predict its absorption, distribution, metabolism, or excretion properties. Task type varies by dataset: regression for continuous measurements (e.g., permeability, clearance, half-life) or binary classification for categorical outcomes (e.g., BBB penetration, CYP inhibition). Dataset: cyp2c19_veith. The result is 0 (non-inhibitor). The compound is Cc1ccc(-n2c(SCc3ccc([N+](=O)[O-])cc3)nc3ccccc3c2=O)cc1.